Dataset: Full USPTO retrosynthesis dataset with 1.9M reactions from patents (1976-2016). Task: Predict the reactants needed to synthesize the given product. (1) Given the product [CH2:13]([C:12]([C:9]1[CH:10]=[CH:11][C:6]([O:5][CH2:4][C:3](=[O:33])[C:2]([CH3:1])([CH3:35])[CH3:34])=[C:7]([CH3:32])[CH:8]=1)([C:17]1[CH:22]=[CH:21][C:20]([B:50]2[O:51][C:52]([CH3:57])([CH3:58])[C:53]([CH3:55])([CH3:56])[O:54]2)=[C:19]([CH3:31])[CH:18]=1)[CH2:15][CH3:16])[CH3:14], predict the reactants needed to synthesize it. The reactants are: [CH3:1][C:2]([CH3:35])([CH3:34])[C:3](=[O:33])[CH2:4][O:5][C:6]1[CH:11]=[CH:10][C:9]([C:12]([C:17]2[CH:22]=[CH:21][C:20](OS(C(F)(F)F)(=O)=O)=[C:19]([CH3:31])[CH:18]=2)([CH2:15][CH3:16])[CH2:13][CH3:14])=[CH:8][C:7]=1[CH3:32].C([O-])(=O)C.[K+].[B:50]1([B:50]2[O:54][C:53]([CH3:56])([CH3:55])[C:52]([CH3:58])([CH3:57])[O:51]2)[O:54][C:53]([CH3:56])([CH3:55])[C:52]([CH3:58])([CH3:57])[O:51]1. (2) Given the product [C:8]([C:12]1[CH:21]=[CH:20][C:15]([CH2:16][NH:17][C:18]([NH:7][CH2:6][C:2]2[O:1][CH:5]=[CH:4][CH:3]=2)=[S:19])=[CH:14][CH:13]=1)([CH3:11])([CH3:9])[CH3:10], predict the reactants needed to synthesize it. The reactants are: [O:1]1[CH:5]=[CH:4][CH:3]=[C:2]1[CH2:6][NH2:7].[C:8]([C:12]1[CH:21]=[CH:20][C:15]([CH2:16][N:17]=[C:18]=[S:19])=[CH:14][CH:13]=1)([CH3:11])([CH3:10])[CH3:9]. (3) Given the product [Cl:1][C:2]1[N:7]=[CH:6][C:5]([CH2:8][N:9]2[C:13]([CH3:14])=[C:12]([C:15]3[CH:16]=[CH:17][C:18]([C:21]#[N:22])=[CH:19][CH:20]=3)[C:11]([C:23]#[N:24])=[C:10]2[CH:25]=[O:26])=[CH:4][C:3]=1[CH2:30][OH:31], predict the reactants needed to synthesize it. The reactants are: [Cl:1][C:2]1[N:7]=[CH:6][C:5]([CH2:8][N:9]2[C:13]([CH3:14])=[C:12]([C:15]3[CH:20]=[CH:19][C:18]([C:21]#[N:22])=[CH:17][CH:16]=3)[C:11]([C:23]#[N:24])=[C:10]2[CH:25]2OCC[O:26]2)=[CH:4][C:3]=1[CH2:30][OH:31].C(=O)(O)[O-].[Na+]. (4) Given the product [CH3:1][C:2]1[C:3](=[O:5])[N:17]2[CH2:22][CH2:21][CH2:20][NH:19][C:18]2=[N:23][C:8]=1[C:10]1[CH:11]=[CH:12][N:13]=[CH:14][CH:15]=1, predict the reactants needed to synthesize it. The reactants are: [CH3:1][CH:2]([C:8]([C:10]1[CH:15]=[CH:14][N:13]=[CH:12][CH:11]=1)=O)[C:3]([O:5]CC)=O.Cl.[NH:17]1[CH2:22][CH2:21][CH2:20][N:19]=[C:18]1[NH2:23].C(=O)([O-])[O-].[K+].[K+].O. (5) Given the product [C:36]([NH:39][CH2:40][CH2:41][CH2:42][CH2:43][NH:44][C:45](=[O:60])[C@H:46]([CH2:56][CH:57]([CH3:59])[CH3:58])[NH:47][C:48](=[O:55])[C@@H:49]([CH2:51][C:52]([C:7](=[O:19])[CH2:9][C:26]1[C:27](=[O:31])[O:28][C:29]2[C:24]([CH:25]=1)=[CH:23][CH:22]=[C:21]([OH:20])[CH:30]=2)([CH3:54])[CH3:53])[NH2:50])(=[NH:37])[NH2:38], predict the reactants needed to synthesize it. The reactants are: CCN([CH:7]([CH3:9])C)C(C)C.C1C=CC2N([OH:19])N=NC=2C=1.[OH:20][C:21]1[CH:30]=[C:29]2[C:24]([C:25](CC(O)=O)=[CH:26][C:27](=[O:31])[O:28]2)=[CH:23][CH:22]=1.[C:36]([NH:39][CH2:40][CH2:41][CH2:42][CH2:43][NH:44][C:45](=[O:60])[C@H:46]([CH2:56][CH:57]([CH3:59])[CH3:58])[NH:47][C:48](=[O:55])[C@@H:49]([CH2:51][CH:52]([CH3:54])[CH3:53])[NH2:50])(=[NH:38])[NH2:37].CN(C(ON1N=NC2C=CC=CC1=2)=[N+](C)C)C.[B-](F)(F)(F)F. (6) Given the product [CH3:1][O:2][C:3](=[O:28])[C@@H:4]([N:10]1[CH2:11][C:12]([O:20][C:21]2[CH:26]=[CH:25][CH:24]=[CH:23][C:22]=2[Cl:27])=[CH:13][C:14]1=[O:15])[CH2:5][C:6]([F:9])([F:8])[CH3:7], predict the reactants needed to synthesize it. The reactants are: [CH3:1][O:2][C:3](=[O:28])[C@@H:4]([NH:10][CH2:11][C:12]([O:20][C:21]1[CH:26]=[CH:25][CH:24]=[CH:23][C:22]=1[Cl:27])=[CH:13][C:14](OCCC)=[O:15])[CH2:5][C:6]([F:9])([F:8])[CH3:7]. (7) Given the product [Br:12][C:13]1[S:14][CH:15]=[C:16]([CH2:18][NH:11][C:1]23[CH2:8][CH:7]4[CH2:6][CH:5]([CH2:4][CH:3]([CH2:9]4)[CH2:2]2)[CH2:10]3)[N:17]=1, predict the reactants needed to synthesize it. The reactants are: [C:1]12([NH2:11])[CH2:10][CH:5]3[CH2:6][CH:7]([CH2:9][CH:3]([CH2:4]3)[CH2:2]1)[CH2:8]2.[Br:12][C:13]1[S:14][CH:15]=[C:16]([CH:18]=O)[N:17]=1. (8) Given the product [Br:1][C:2]1[CH:3]=[C:4]([F:10])[C:5]2[N:9]([CH3:39])[C:14](=[O:30])[N:13]([CH3:11])[C:16]=2[CH:17]=1, predict the reactants needed to synthesize it. The reactants are: [Br:1][C:2]1C=C(N)[C:5]([NH2:9])=[C:4]([F:10])[CH:3]=1.[CH2:11]([N:13]([CH2:16][CH3:17])[CH2:14]C)C.ClC(Cl)(OC(=O)OC(Cl)(Cl)Cl)Cl.[OH-:30].[Na+].O.C(=O)([O-])[O-].[K+].[K+].[CH3:39]I. (9) Given the product [NH2:1][C:2]1[N:11]=[C:10]([C:12]([N:14]2[CH2:22][C:21]3[C:16](=[CH:17][CH:18]=[CH:19][CH:20]=3)[CH2:15]2)=[O:13])[C:9]2[C:4](=[CH:5][CH:6]=[C:7]([C:23]3[CH:30]=[CH:29][CH:28]=[CH:27][C:24]=3[CH2:25][N:33]([CH2:34][CH3:35])[CH2:31][CH3:32])[CH:8]=2)[N:3]=1, predict the reactants needed to synthesize it. The reactants are: [NH2:1][C:2]1[N:11]=[C:10]([C:12]([N:14]2[CH2:22][C:21]3[C:16](=[CH:17][CH:18]=[CH:19][CH:20]=3)[CH2:15]2)=[O:13])[C:9]2[C:4](=[CH:5][CH:6]=[C:7]([C:23]3[CH:30]=[CH:29][CH:28]=[CH:27][C:24]=3[CH:25]=O)[CH:8]=2)[N:3]=1.[CH2:31]([NH:33][CH2:34][CH3:35])[CH3:32].C(O)(=O)C.C(O[BH-](OC(=O)C)OC(=O)C)(=O)C.[Na+]. (10) Given the product [CH2:15]([C:12]1[N:13]([CH3:14])[C:9]([C:1](=[O:8])[C:2]2[CH:3]=[CH:4][CH:5]=[CH:6][CH:7]=2)=[C:10]([CH3:21])[CH:11]=1)[CH3:16].[CH2:12]([CH2:15][C:16]([O-:18])=[O:17])[CH2:11][CH2:10][CH2:9][CH2:1][CH3:2], predict the reactants needed to synthesize it. The reactants are: [C:1]([C:9]1[N:13]([CH3:14])[C:12]([CH2:15][C:16]([O:18]CC)=[O:17])=[CH:11][C:10]=1[CH3:21])(=[O:8])[C:2]1[CH:7]=[CH:6][CH:5]=[CH:4][CH:3]=1.C(I)CCCCC.